The task is: Regression. Given a peptide amino acid sequence and an MHC pseudo amino acid sequence, predict their binding affinity value. This is MHC class II binding data.. This data is from Peptide-MHC class II binding affinity with 134,281 pairs from IEDB. (1) The peptide sequence is PYLGYCALLPLLTEE. The MHC is HLA-DQA10102-DQB10602 with pseudo-sequence HLA-DQA10102-DQB10602. The binding affinity (normalized) is 0.599. (2) The binding affinity (normalized) is 0.795. The MHC is HLA-DQA10101-DQB10501 with pseudo-sequence HLA-DQA10101-DQB10501. The peptide sequence is SQDLELSWNLNGLQWY. (3) The peptide sequence is FGQNTGAIAAAEARY. The MHC is HLA-DQA10301-DQB10302 with pseudo-sequence HLA-DQA10301-DQB10302. The binding affinity (normalized) is 0.211. (4) The peptide sequence is GKLYSILKIQSPLFT. The binding affinity (normalized) is 0.938. The MHC is DRB4_0101 with pseudo-sequence DRB4_0103. (5) The peptide sequence is ASLFLHLVGIPTHRH. The MHC is DRB1_0404 with pseudo-sequence DRB1_0404. The binding affinity (normalized) is 0.189. (6) The peptide sequence is ASYASPSLQTLIAVS. The MHC is HLA-DQA10401-DQB10402 with pseudo-sequence HLA-DQA10401-DQB10402. The binding affinity (normalized) is 0.230. (7) The peptide sequence is VVLGLATSPTAEGGK. The MHC is HLA-DQA10501-DQB10301 with pseudo-sequence HLA-DQA10501-DQB10301. The binding affinity (normalized) is 0.517. (8) The MHC is DRB1_0101 with pseudo-sequence DRB1_0101. The peptide sequence is APQIPPNWHIPSIQDAATPYHPPATPNNMGL. The binding affinity (normalized) is 0.255. (9) The peptide sequence is RNITGTSSTPEAVSL. The MHC is DRB3_0101 with pseudo-sequence DRB3_0101. The binding affinity (normalized) is 0.115.